Task: Binary Classification. Given a T-cell receptor sequence (or CDR3 region) and an epitope sequence, predict whether binding occurs between them.. Dataset: TCR-epitope binding with 47,182 pairs between 192 epitopes and 23,139 TCRs (1) The TCR CDR3 sequence is CASRTGLSGNTIYF. Result: 0 (the TCR does not bind to the epitope). The epitope is YEGNSPFHPL. (2) The epitope is EIYKRWII. Result: 0 (the TCR does not bind to the epitope). The TCR CDR3 sequence is CASSLGGPSGGYTF. (3) The epitope is SLFNTVATLY. The TCR CDR3 sequence is CASSLAYRDSNTGELFF. Result: 0 (the TCR does not bind to the epitope). (4) The epitope is FVRATATIPI. The TCR CDR3 sequence is CASREGQGSPDTQYF. Result: 0 (the TCR does not bind to the epitope). (5) The epitope is NYSGVVTTVMF. The TCR CDR3 sequence is CASTVRAESSYEQYF. Result: 1 (the TCR binds to the epitope).